This data is from Catalyst prediction with 721,799 reactions and 888 catalyst types from USPTO. The task is: Predict which catalyst facilitates the given reaction. (1) Reactant: [CH3:1][O:2][C:3]1[CH:8]=[CH:7][C:6]([C:9]2[CH:10]=[C:11]([NH:14][C:15](=[O:21])[CH2:16][CH2:17][CH2:18][CH2:19]Br)[NH:12][N:13]=2)=[CH:5][CH:4]=1.[C:22]([N:25]1[CH:31]=[CH:30][CH:29]=CC=N1)(=[O:24])[CH3:23].[Na+].[I-].[CH3:34][C:35]([N:37](C)C)=O. Product: [CH3:1][O:2][C:3]1[CH:8]=[CH:7][C:6]([C:9]2[NH:13][N:12]=[C:11]([NH:14][C:15](=[O:21])[CH2:16][CH2:17][CH2:18][CH2:19][N:37]3[CH2:29][CH2:30][CH2:31][N:25]([C:22](=[O:24])[CH3:23])[CH2:34][CH2:35]3)[CH:10]=2)=[CH:5][CH:4]=1. The catalyst class is: 2. (2) Reactant: [NH2:1][C:2]1[CH:6]=[C:5]([C:7]([CH3:10])([CH3:9])[CH3:8])[NH:4][C:3]=1[C:11]([O:13][CH3:14])=[O:12].[Cl:15][C:16]1[C:21]([Cl:22])=[CH:20][CH:19]=[CH:18][C:17]=1[N:23]=[C:24]=[O:25]. Product: [C:11]([C:3]1[NH:4][C:5]([C:7]([CH3:10])([CH3:8])[CH3:9])=[CH:6][C:2]=1[NH:1][C:24]([NH:23][C:17]1[CH:18]=[CH:19][CH:20]=[C:21]([Cl:22])[C:16]=1[Cl:15])=[O:25])([O:13][CH3:14])=[O:12]. The catalyst class is: 2.